This data is from Forward reaction prediction with 1.9M reactions from USPTO patents (1976-2016). The task is: Predict the product of the given reaction. Given the reactants [OH:1][C:2]1[CH:23]=[CH:22][C:5]([CH2:6][NH:7][C:8]([C:10]2([NH:13][C:14]([C:16]3[CH:17]=[N:18][CH:19]=[N:20][CH:21]=3)=[O:15])[CH2:12][CH2:11]2)=[O:9])=[CH:4][CH:3]=1.F[C:25]1[CH:32]=[CH:31][C:28]([C:29]#[N:30])=[CH:27][C:26]=1[C:33]([F:36])([F:35])[F:34].C(=O)([O-])[O-].[K+].[K+], predict the reaction product. The product is: [C:29]([C:28]1[CH:31]=[CH:32][C:25]([O:1][C:2]2[CH:23]=[CH:22][C:5]([CH2:6][NH:7][C:8]([C:10]3([NH:13][C:14]([C:16]4[CH:21]=[N:20][CH:19]=[N:18][CH:17]=4)=[O:15])[CH2:12][CH2:11]3)=[O:9])=[CH:4][CH:3]=2)=[C:26]([C:33]([F:34])([F:35])[F:36])[CH:27]=1)#[N:30].